From a dataset of Full USPTO retrosynthesis dataset with 1.9M reactions from patents (1976-2016). Predict the reactants needed to synthesize the given product. (1) Given the product [NH:7]1[C:15]2[C:10](=[N:11][CH:12]=[CH:13][CH:14]=2)[C:9]([N:16]2[CH2:21][CH2:20][CH2:19][CH:18]([NH2:22])[CH2:17]2)=[CH:8]1, predict the reactants needed to synthesize it. The reactants are: [H-].[Al+3].[Li+].[H-].[H-].[H-].[NH:7]1[C:15]2[C:10](=[N:11][CH:12]=[CH:13][CH:14]=2)[C:9]([N:16]2[CH2:21][CH2:20][CH2:19]/[C:18](=[N:22]/O)/[CH2:17]2)=[CH:8]1. (2) Given the product [Cl:1][C:2]1[C:7]([Cl:8])=[CH:6][CH:5]=[C:4]([O:9][CH3:10])[C:3]=1[CH:18]=[O:19], predict the reactants needed to synthesize it. The reactants are: [Cl:1][C:2]1[CH:3]=[C:4]([O:9][CH3:10])[CH:5]=[CH:6][C:7]=1[Cl:8].C([Li])CCC.CN(C)[CH:18]=[O:19]. (3) Given the product [Cl:2][C:3]1[N:8]2[CH:9]=[C:10]([CH2:12][O:14][C:15]3[CH:22]=[CH:21][C:18]([CH:19]=[O:20])=[CH:17][CH:16]=3)[N:11]=[C:7]2[CH:6]=[CH:5][CH:4]=1, predict the reactants needed to synthesize it. The reactants are: Cl.[Cl:2][C:3]1[N:8]2[CH:9]=[C:10]([CH2:12]Cl)[N:11]=[C:7]2[CH:6]=[CH:5][CH:4]=1.[OH:14][C:15]1[CH:22]=[CH:21][C:18]([CH:19]=[O:20])=[CH:17][CH:16]=1.C(=O)([O-])[O-].[K+].[K+].CN(C)C=O. (4) Given the product [F:1][C:2]1[CH:15]=[CH:14][C:13]([CH3:16])=[CH:12][C:3]=1[NH:4][C:5]1[CH:10]=[CH:9][N:8]=[C:7]([NH:22][C:21]2[CH:23]=[CH:24][C:18]([OH:17])=[CH:19][CH:20]=2)[N:6]=1, predict the reactants needed to synthesize it. The reactants are: [F:1][C:2]1[CH:15]=[CH:14][C:13]([CH3:16])=[CH:12][C:3]=1[NH:4][C:5]1[CH:10]=[CH:9][N:8]=[C:7](Cl)[N:6]=1.[OH:17][C:18]1[CH:24]=[CH:23][C:21]([NH2:22])=[CH:20][CH:19]=1.Cl.C(OCC)C. (5) Given the product [CH2:41]([O:40][C:38]([C:36]1[NH:37][C:33]([NH:32][C:28]([C@H:9]2[C@H:8]([C:4]3[CH:5]=[CH:6][CH:7]=[C:2]([Cl:1])[C:3]=3[F:31])[C@:12]([C:15]3[CH:20]=[CH:19][C:18]([Cl:21])=[CH:17][C:16]=3[F:22])([C:13]#[N:14])[C@H:11]([CH2:23][C:24]([CH3:26])([CH3:27])[CH3:25])[NH:10]2)=[O:29])=[CH:34][CH:35]=1)=[O:39])[CH3:42], predict the reactants needed to synthesize it. The reactants are: [Cl:1][C:2]1[C:3]([F:31])=[C:4]([C@@H:8]2[C@:12]([C:15]3[CH:20]=[CH:19][C:18]([Cl:21])=[CH:17][C:16]=3[F:22])([C:13]#[N:14])[C@H:11]([CH2:23][C:24]([CH3:27])([CH3:26])[CH3:25])[NH:10][C@H:9]2[C:28](O)=[O:29])[CH:5]=[CH:6][CH:7]=1.[NH2:32][C:33]1[NH:37][C:36]([C:38]([O:40][CH2:41][CH3:42])=[O:39])=[CH:35][CH:34]=1.CN(C(ON1N=NC2C=CC=NC1=2)=[N+](C)C)C.F[P-](F)(F)(F)(F)F.CCN(C(C)C)C(C)C. (6) The reactants are: Cl.[NH:2]1[C:10]2[C:5](=[CH:6][CH:7]=[CH:8][CH:9]=2)[C:4]([CH2:11][C:12]([OH:14])=O)=[CH:3]1.[CH2:15]([C@H:22]1[CH2:26][NH:25][C@H:24]([C:27]([NH:29][C:30]2[CH:35]=[CH:34][C:33]([O:36][C:37]3[CH:42]=[CH:41][C:40]([F:43])=[CH:39][CH:38]=3)=[CH:32][CH:31]=2)=[O:28])[CH2:23]1)[C:16]1[CH:21]=[CH:20][CH:19]=[CH:18][CH:17]=1. Given the product [NH:2]1[C:10]2[C:5](=[CH:6][CH:7]=[CH:8][CH:9]=2)[C:4]([CH2:11][C:12]([N:25]2[CH2:26][C@H:22]([CH2:15][C:16]3[CH:21]=[CH:20][CH:19]=[CH:18][CH:17]=3)[CH2:23][C@H:24]2[C:27]([NH:29][C:30]2[CH:35]=[CH:34][C:33]([O:36][C:37]3[CH:42]=[CH:41][C:40]([F:43])=[CH:39][CH:38]=3)=[CH:32][CH:31]=2)=[O:28])=[O:14])=[CH:3]1, predict the reactants needed to synthesize it. (7) Given the product [CH:25]([C:13]1[C:14]([OH:23])=[C:15]([CH:20]=[CH:21][CH:22]=1)[C:16]([O:18][CH3:19])=[O:17])=[O:24], predict the reactants needed to synthesize it. The reactants are: S(=O)(=O)(O)O.BrC(CC(O[C:13]1[CH:22]=[CH:21][CH:20]=[C:15]([C:16]([O:18][CH3:19])=[O:17])[C:14]=1[OH:23])=O)Br.[OH2:24].[CH3:25]O. (8) Given the product [Cl:12][C:8]1[CH:7]=[C:6]([CH:11]=[CH:10][CH:9]=1)[C:5]([N:4]([CH2:14][C:15]([N:17]1[CH2:21][C:20](=[O:22])[N:19]([C:23]2[CH:28]=[CH:27][CH:26]=[C:25]([Cl:29])[C:24]=2[CH3:30])[CH2:18]1)=[O:16])[CH2:3][CH2:2][NH:1][C:36]([NH2:35])=[O:37])=[O:13], predict the reactants needed to synthesize it. The reactants are: [NH2:1][CH2:2][CH2:3][N:4]([CH2:14][C:15]([N:17]1[CH2:21][C:20](=[O:22])[N:19]([C:23]2[CH:28]=[CH:27][CH:26]=[C:25]([Cl:29])[C:24]=2[CH3:30])[CH2:18]1)=[O:16])[C:5](=[O:13])[C:6]1[CH:11]=[CH:10][CH:9]=[C:8]([Cl:12])[CH:7]=1.C[Si]([N:35]=[C:36]=[O:37])(C)C. (9) Given the product [Br:21][C:18]1[CH:19]=[CH:20][C:15]([NH:14][C:9](=[O:11])[C:8]2[CH:7]=[CH:6][C:5]([S:2]([CH3:1])(=[O:3])=[O:4])=[CH:13][CH:12]=2)=[N:16][CH:17]=1, predict the reactants needed to synthesize it. The reactants are: [CH3:1][S:2]([C:5]1[CH:13]=[CH:12][C:8]([C:9]([OH:11])=O)=[CH:7][CH:6]=1)(=[O:4])=[O:3].[NH2:14][C:15]1[CH:20]=[CH:19][C:18]([Br:21])=[CH:17][N:16]=1.Cl.C(N=C=NCCCN(C)C)C. (10) Given the product [Cl:33][C:18]1[C:17]([NH:16][C:15]([O:14][C:10]([CH3:13])([CH3:12])[CH3:11])=[O:34])=[CH:22][C:21]([C:23]#[N:24])=[CH:20][C:19]=1[N:25]1[CH2:30][CH2:29][C@@H:28]([NH:31][C:6](=[O:7])[O:8][CH3:9])[C@H:27]([OH:32])[CH2:26]1, predict the reactants needed to synthesize it. The reactants are: [C:6](O[C:6]([O:8][CH3:9])=[O:7])([O:8][CH3:9])=[O:7].[C:10]([O:14][C:15](=[O:34])[NH:16][C:17]1[CH:22]=[C:21]([C:23]#[N:24])[CH:20]=[C:19]([N:25]2[CH2:30][CH2:29][C@@H:28]([NH2:31])[C@H:27]([OH:32])[CH2:26]2)[C:18]=1[Cl:33])([CH3:13])([CH3:12])[CH3:11].C(N(CC)CC)C.